Dataset: Full USPTO retrosynthesis dataset with 1.9M reactions from patents (1976-2016). Task: Predict the reactants needed to synthesize the given product. (1) Given the product [C:1]([O:5][C:6](=[O:18])[NH:7][C:8]1[CH:13]=[CH:12][C:11]([C:23]2[CH:24]=[CH:25][C:20]([F:19])=[CH:21][C:22]=2[O:29][CH2:30][O:31][CH3:32])=[CH:10][C:9]=1[N+:15]([O-:17])=[O:16])([CH3:4])([CH3:3])[CH3:2], predict the reactants needed to synthesize it. The reactants are: [C:1]([O:5][C:6](=[O:18])[NH:7][C:8]1[CH:13]=[CH:12][C:11](I)=[CH:10][C:9]=1[N+:15]([O-:17])=[O:16])([CH3:4])([CH3:3])[CH3:2].[F:19][C:20]1[CH:25]=[CH:24][C:23](B(O)O)=[C:22]([O:29][CH2:30][O:31][CH3:32])[CH:21]=1. (2) Given the product [CH3:24][C:7]1([CH3:6])[C:13](=[O:14])[NH:12][C:11]2[N:15]=[CH:16][C:17](/[CH:19]=[CH:20]/[C:21]([N:45]([C@@H:43]([C:39]3[CH:40]=[CH:41][CH:42]=[C:37]([O:36][CH3:35])[C:38]=3[O:47][CH2:48][CH2:49][CH3:50])[CH3:44])[CH3:46])=[O:23])=[CH:18][C:10]=2[CH2:9][O:8]1, predict the reactants needed to synthesize it. The reactants are: C(Cl)CCl.Cl.[CH3:6][C:7]1([CH3:24])[C:13](=[O:14])[NH:12][C:11]2[N:15]=[CH:16][C:17](/[CH:19]=[CH:20]/[C:21]([OH:23])=O)=[CH:18][C:10]=2[CH2:9][O:8]1.C1C=CC2N(O)N=NC=2C=1.[CH3:35][O:36][C:37]1[C:38]([O:47][CH2:48][CH2:49][CH3:50])=[C:39]([C@H:43]([NH:45][CH3:46])[CH3:44])[CH:40]=[CH:41][CH:42]=1.C(N(C(C)C)C(C)C)C. (3) Given the product [F:1][C:2]1[CH:7]=[CH:6][CH:5]=[CH:4][C:3]=1[C@H:8]([NH2:10])[CH3:9].[ClH:17], predict the reactants needed to synthesize it. The reactants are: [F:1][C:2]1[CH:7]=[CH:6][CH:5]=[CH:4][C:3]=1[C@H:8]([NH:10]S(C(C)(C)C)=O)[CH3:9].[ClH:17]. (4) Given the product [NH2:26][C:23]1([CH2:22][O:21][C:20]2[CH:34]=[CH:35][C:17]([N:11]3[C:12]([CH3:16])([CH3:15])[C:13](=[O:14])[N:9]([C:6]4[CH:7]=[CH:8][C:3]([C:1]#[N:2])=[C:4]([C:37]([F:40])([F:39])[F:38])[CH:5]=4)[C:10]3=[S:36])=[CH:18][CH:19]=2)[CH2:24][CH2:25]1, predict the reactants needed to synthesize it. The reactants are: [C:1]([C:3]1[CH:8]=[CH:7][C:6]([N:9]2[C:13](=[O:14])[C:12]([CH3:16])([CH3:15])[N:11]([C:17]3[CH:35]=[CH:34][C:20]([O:21][CH2:22][C:23]4([NH:26]C(=O)OC(C)(C)C)[CH2:25][CH2:24]4)=[CH:19][CH:18]=3)[C:10]2=[S:36])=[CH:5][C:4]=1[C:37]([F:40])([F:39])[F:38])#[N:2].